From a dataset of Full USPTO retrosynthesis dataset with 1.9M reactions from patents (1976-2016). Predict the reactants needed to synthesize the given product. (1) Given the product [CH2:1]([O:3][C:4](=[O:14])[C:5]([CH3:16])([CH3:13])[C:6]([C:8]1[O:9][CH:10]=[CH:11][CH:12]=1)=[O:7])[CH3:2], predict the reactants needed to synthesize it. The reactants are: [CH2:1]([O:3][C:4](=[O:14])[CH:5]([CH3:13])[C:6]([C:8]1[O:9][CH:10]=[CH:11][CH:12]=1)=[O:7])[CH3:2].[O-][CH2:16]C.[Na+]. (2) Given the product [CH3:1][S:2]([C:5]1[CH:6]=[CH:7][C:8]([C:11]2[N:16]3[N:17]=[C:18]([NH:20][C:22]4[CH:27]=[CH:26][CH:25]=[C:24]([N:28]5[CH2:33][CH2:32][N:31]([CH3:34])[CH2:30][CH2:29]5)[CH:23]=4)[N:19]=[C:15]3[CH:14]=[N:13][CH:12]=2)=[CH:9][CH:10]=1)(=[O:3])=[O:4], predict the reactants needed to synthesize it. The reactants are: [CH3:1][S:2]([C:5]1[CH:10]=[CH:9][C:8]([C:11]2[N:16]3[N:17]=[C:18]([NH2:20])[N:19]=[C:15]3[CH:14]=[N:13][CH:12]=2)=[CH:7][CH:6]=1)(=[O:4])=[O:3].Br[C:22]1[CH:23]=[C:24]([N:28]2[CH2:33][CH2:32][N:31]([CH3:34])[CH2:30][CH2:29]2)[CH:25]=[CH:26][CH:27]=1. (3) Given the product [NH2:6][C@H:5]([C:4]([NH:9][C@H:10]([C:16]([OH:18])=[O:17])[CH2:11][CH2:12][C:13](=[O:15])[NH2:14])=[O:3])[CH3:7], predict the reactants needed to synthesize it. The reactants are: Cl.C[O:3][C:4](=O)[C@H:5]([CH3:7])[NH2:6].[NH2:9][C@H:10]([C:16]([OH:18])=[O:17])[CH2:11][CH2:12][C:13](=[O:15])[NH2:14].C(N(CC(O)=O)CC(O)=O)CN(CC(O)=O)CC(O)=O. (4) Given the product [CH2:20]([N:8]1[C:6]2[CH:7]=[C:2]([Cl:1])[N:3]=[CH:4][C:5]=2[CH:9]=[C:10]1[CH:11]([CH3:13])[CH3:12])[C:21]1[CH:26]=[CH:25][CH:24]=[CH:23][CH:22]=1, predict the reactants needed to synthesize it. The reactants are: [Cl:1][C:2]1[CH:7]=[C:6]([NH2:8])[C:5]([C:9]#[C:10][CH:11]([CH3:13])[CH3:12])=[CH:4][N:3]=1.CC([O-])(C)C.[K+].[CH2:20](Br)[C:21]1[CH:26]=[CH:25][CH:24]=[CH:23][CH:22]=1. (5) Given the product [N:22]1([C:2]2[N:3]=[C:4]([C:18]([F:21])([F:20])[F:19])[CH:5]=[C:6]([C:8]3[CH:13]=[CH:12][C:11]([C:14]([F:17])([F:16])[F:15])=[CH:10][CH:9]=3)[N:7]=2)[CH:26]=[CH:25][N:24]=[CH:23]1, predict the reactants needed to synthesize it. The reactants are: Cl[C:2]1[N:7]=[C:6]([C:8]2[CH:13]=[CH:12][C:11]([C:14]([F:17])([F:16])[F:15])=[CH:10][CH:9]=2)[CH:5]=[C:4]([C:18]([F:21])([F:20])[F:19])[N:3]=1.[NH:22]1[CH:26]=[CH:25][N:24]=[CH:23]1.